Dataset: Forward reaction prediction with 1.9M reactions from USPTO patents (1976-2016). Task: Predict the product of the given reaction. (1) Given the reactants [NH2:1][C:2]1[CH:3]=[C:4]([NH:10][C:11]([C:13]2[CH:18]=[CH:17][C:16]([C:19]3[CH:24]=[CH:23][CH:22]=[CH:21][CH:20]=3)=[CH:15][CH:14]=2)=[O:12])[CH:5]=[CH:6][C:7]=1[O:8][CH3:9].N1C=CC=CC=1.[Cl:31][CH2:32][C:33](Cl)=[O:34], predict the reaction product. The product is: [Cl:31][CH2:32][C:33]([NH:1][C:2]1[CH:3]=[C:4]([NH:10][C:11]([C:13]2[CH:18]=[CH:17][C:16]([C:19]3[CH:24]=[CH:23][CH:22]=[CH:21][CH:20]=3)=[CH:15][CH:14]=2)=[O:12])[CH:5]=[CH:6][C:7]=1[O:8][CH3:9])=[O:34]. (2) Given the reactants [C:1]([C:4]1[CH:5]=[CH:6][C:7]2[C:15]([N+:16]([O-:18])=[O:17])=[CH:14][C:13]3[N:12](C(=O)C(F)(F)F)[CH2:11][CH:10]([CH2:25][Cl:26])[C:9]=3[C:8]=2[CH:27]=1)(=[O:3])[CH3:2].C([O-])([O-])=O.[Cs+].[Cs+].O, predict the reaction product. The product is: [ClH:26].[C:1]([C:4]1[CH:5]=[CH:6][C:7]2[C:15]([N+:16]([O-:18])=[O:17])=[CH:14][C:13]3[NH:12][CH2:11][CH:10]([CH2:25][Cl:26])[C:9]=3[C:8]=2[CH:27]=1)(=[O:3])[CH3:2]. (3) The product is: [NH2:7][C@H:8]([C:10]1[CH:15]=[CH:14][C:13]([C@@H:16]([OH:23])[CH2:17][NH:18][C:19]([CH3:22])([CH3:21])[CH3:20])=[CH:12][CH:11]=1)[CH3:9]. Given the reactants C(OC(=O)[NH:7][C@H:8]([C:10]1[CH:15]=[CH:14][C:13]([C@@H:16]([OH:23])[CH2:17][NH:18][C:19]([CH3:22])([CH3:21])[CH3:20])=[CH:12][CH:11]=1)[CH3:9])(C)(C)C.FC(F)(F)C(O)=O, predict the reaction product.